From a dataset of Forward reaction prediction with 1.9M reactions from USPTO patents (1976-2016). Predict the product of the given reaction. (1) Given the reactants C(OC([NH:8][C@H:9]([C:14]([NH:16][CH2:17][C:18]1[CH:23]=[CH:22][C:21]([C:24]#[N:25])=[CH:20][CH:19]=1)=[O:15])[CH2:10][CH:11]([CH3:13])[CH3:12])=O)(C)(C)C, predict the reaction product. The product is: [C:24]([C:21]1[CH:20]=[CH:19][C:18]([CH2:17][NH:16][C:14](=[O:15])[C@H:9]([CH2:10][CH:11]([CH3:13])[CH3:12])[NH2:8])=[CH:23][CH:22]=1)#[N:25]. (2) Given the reactants P(Cl)(Cl)([Cl:3])=O.[CH2:6]([N:8]1[C:12](O)=[CH:11][C:10]([CH3:14])=[N:9]1)[CH3:7].CN(C)[CH:17]=[O:18], predict the reaction product. The product is: [Cl:3][C:12]1[N:8]([CH2:6][CH3:7])[N:9]=[C:10]([CH3:14])[C:11]=1[CH:17]=[O:18]. (3) Given the reactants Br[C:2]1[CH:3]=[N:4][C:5]2[N:6]([N:8]=[C:9]([C:11]([N:13]3[CH2:18][CH2:17][CH2:16][CH2:15][CH2:14]3)=[O:12])[N:10]=2)[CH:7]=1.[F:19][C:20]1[CH:25]=[CH:24][CH:23]=[CH:22][C:21]=1[C:26]#[CH:27], predict the reaction product. The product is: [F:19][C:20]1[CH:25]=[CH:24][CH:23]=[CH:22][C:21]=1[C:26]#[C:27][C:2]1[CH:3]=[N:4][C:5]2[N:6]([N:8]=[C:9]([C:11]([N:13]3[CH2:18][CH2:17][CH2:16][CH2:15][CH2:14]3)=[O:12])[N:10]=2)[CH:7]=1. (4) Given the reactants C([O:4][C:5]1[CH:10]=[C:9]([C:11]#[N:12])[C:8](Br)=[C:7]([C:14]#[N:15])[C:6]=1[O:16]C(=O)C)(=O)C.[CH:20]1([NH:26][C:27]([C:29]2[CH:30]=[C:31](B(O)O)[CH:32]=[CH:33][CH:34]=2)=[O:28])[CH2:25][CH2:24][CH2:23][CH2:22][CH2:21]1, predict the reaction product. The product is: [C:14]([C:7]1[C:6]([OH:16])=[C:5]([OH:4])[CH:10]=[C:9]([C:11]#[N:12])[C:8]=1[C:33]1[CH:32]=[CH:31][CH:30]=[C:29]([C:27]([NH:26][CH:20]2[CH2:21][CH2:22][CH2:23][CH2:24][CH2:25]2)=[O:28])[CH:34]=1)#[N:15].